This data is from Peptide-MHC class I binding affinity with 185,985 pairs from IEDB/IMGT. The task is: Regression. Given a peptide amino acid sequence and an MHC pseudo amino acid sequence, predict their binding affinity value. This is MHC class I binding data. (1) The peptide sequence is IVTDLENRL. The MHC is HLA-A02:01 with pseudo-sequence HLA-A02:01. The binding affinity (normalized) is 0.336. (2) The peptide sequence is KKLDPGDKW. The MHC is Mamu-B17 with pseudo-sequence Mamu-B17. The binding affinity (normalized) is 0.550. (3) The peptide sequence is NMPNDPNRNV. The MHC is Mamu-A01 with pseudo-sequence Mamu-A01. The binding affinity (normalized) is 0.0865. (4) The peptide sequence is DYIYLPLLK. The MHC is HLA-B15:01 with pseudo-sequence HLA-B15:01. The binding affinity (normalized) is 0.0847. (5) The peptide sequence is ELQENITAH. The MHC is HLA-A69:01 with pseudo-sequence HLA-A69:01. The binding affinity (normalized) is 0.0847. (6) The peptide sequence is ETINEEAADW. The MHC is HLA-A26:01 with pseudo-sequence HLA-A26:01. The binding affinity (normalized) is 0.224. (7) The binding affinity (normalized) is 0.518. The MHC is HLA-A31:01 with pseudo-sequence HLA-A31:01. The peptide sequence is ISILDRIDTR.